From a dataset of Full USPTO retrosynthesis dataset with 1.9M reactions from patents (1976-2016). Predict the reactants needed to synthesize the given product. (1) Given the product [OH:9][CH2:10][CH2:11][C:12]1[S:16][C:15]([CH2:17][CH2:18][N:19]2[CH2:20][CH2:21][C:22]3([O:27][CH2:26][CH2:25][N:24]([C:28]([C:30]4[N:31]=[C:32]([CH3:35])[S:33][CH:34]=4)=[O:29])[CH2:23]3)[CH2:36][CH2:37]2)=[CH:14][CH:13]=1, predict the reactants needed to synthesize it. The reactants are: Cl.[Si]([O:9][CH2:10][CH2:11][C:12]1[S:16][C:15]([CH2:17][CH2:18][N:19]2[CH2:37][CH2:36][C:22]3([O:27][CH2:26][CH2:25][N:24]([C:28]([C:30]4[N:31]=[C:32]([CH3:35])[S:33][CH:34]=4)=[O:29])[CH2:23]3)[CH2:21][CH2:20]2)=[CH:14][CH:13]=1)(C(C)(C)C)(C)C. (2) The reactants are: [Cl:1][C:2]1[CH:7]=[CH:6][C:5]([O:8][CH:9]([C:14]2[CH:19]=[CH:18][C:17]([Cl:20])=[CH:16][CH:15]=2)[CH2:10][N:11]=[N+]=[N-])=[CH:4][CH:3]=1.CP(C)C.O.[OH-].[Li+]. Given the product [Cl:1][C:2]1[CH:7]=[CH:6][C:5]([O:8][CH:9]([C:14]2[CH:15]=[CH:16][C:17]([Cl:20])=[CH:18][CH:19]=2)[CH2:10][NH2:11])=[CH:4][CH:3]=1, predict the reactants needed to synthesize it. (3) Given the product [CH2:9]([N:12]1[C:16]([NH:17][C:6]([CH:1]2[CH2:2][CH2:3][CH2:4][CH2:5]2)=[O:8])=[N:15][N:14]=[N:13]1)[CH2:10][CH3:11], predict the reactants needed to synthesize it. The reactants are: [CH:1]1([C:6]([OH:8])=O)[CH2:5][CH2:4][CH2:3][CH2:2]1.[CH2:9]([N:12]1[C:16]([NH2:17])=[N:15][N:14]=[N:13]1)[CH2:10][CH3:11]. (4) Given the product [CH3:1][C:2]1[O:6][C:5]([C@@H:7]2[CH2:12][CH2:11][CH2:10][CH2:9][NH:8]2)=[N:4][N:3]=1, predict the reactants needed to synthesize it. The reactants are: [CH3:1][C:2]1[O:6][C:5]([C@@H:7]2[CH2:12][CH2:11][CH2:10][CH2:9][N:8]2C(OC(C)(C)C)=O)=[N:4][N:3]=1.C(O)(C(F)(F)F)=O. (5) Given the product [CH:1]1([C:4]2[C:12]3[C:7](=[CH:8][C:9]([C:13]([N:32]4[CH2:37][CH2:36][O:35][CH2:34][CH2:33]4)=[O:14])=[CH:10][CH:11]=3)[N:6]([C:16]3[N:17]=[CH:18][C:19]([C:22]4[CH:27]=[C:26]([O:28][CH2:29][CH3:30])[CH:25]=[CH:24][C:23]=4[F:31])=[CH:20][N:21]=3)[N:5]=2)[CH2:3][CH2:2]1, predict the reactants needed to synthesize it. The reactants are: [CH:1]1([C:4]2[C:12]3[C:7](=[CH:8][C:9]([C:13](O)=[O:14])=[CH:10][CH:11]=3)[N:6]([C:16]3[N:21]=[CH:20][C:19]([C:22]4[CH:27]=[C:26]([O:28][CH2:29][CH3:30])[CH:25]=[CH:24][C:23]=4[F:31])=[CH:18][N:17]=3)[N:5]=2)[CH2:3][CH2:2]1.[NH:32]1[CH2:37][CH2:36][O:35][CH2:34][CH2:33]1. (6) Given the product [F:13][C:14]1[CH:19]=[CH:18][CH:17]=[CH:16][C:15]=1[N:20]1[C:29]2[C:24](=[CH:25][C:26]([F:31])=[C:27]([N:1]3[CH2:5][CH2:4][CH2:3][CH2:2]3)[CH:28]=2)[C:23](=[O:32])[N:22]([O:33][CH2:34][C:35]2[CH:36]=[CH:37][CH:38]=[CH:39][CH:40]=2)[C:21]1=[O:41], predict the reactants needed to synthesize it. The reactants are: [NH:1]1[CH2:5][CH2:4][CH2:3][CH2:2]1.C(N(CC)CC)C.[F:13][C:14]1[CH:19]=[CH:18][CH:17]=[CH:16][C:15]=1[N:20]1[C:29]2[C:24](=[CH:25][C:26]([F:31])=[C:27](F)[CH:28]=2)[C:23](=[O:32])[N:22]([O:33][CH2:34][C:35]2[CH:40]=[CH:39][CH:38]=[CH:37][CH:36]=2)[C:21]1=[O:41]. (7) The reactants are: [NH2:1][C:2]1[N:10]=[CH:9][CH:8]=[CH:7][C:3]=1[C:4]([OH:6])=O.[O:11]([C:18]1[S:22][C:21]([CH2:23][NH2:24])=[CH:20][CH:19]=1)[C:12]1[CH:17]=[CH:16][CH:15]=[CH:14][CH:13]=1.F[P-](F)(F)(F)(F)F.N1(O[P+](N(C)C)(N(C)C)N(C)C)C2C=CC=CC=2N=N1.C(N(CC)CC)C. Given the product [NH2:1][C:2]1[N:10]=[CH:9][CH:8]=[CH:7][C:3]=1[C:4]([NH:24][CH2:23][C:21]1[S:22][C:18]([O:11][C:12]2[CH:13]=[CH:14][CH:15]=[CH:16][CH:17]=2)=[CH:19][CH:20]=1)=[O:6], predict the reactants needed to synthesize it.